From a dataset of CYP2C9 inhibition data for predicting drug metabolism from PubChem BioAssay. Regression/Classification. Given a drug SMILES string, predict its absorption, distribution, metabolism, or excretion properties. Task type varies by dataset: regression for continuous measurements (e.g., permeability, clearance, half-life) or binary classification for categorical outcomes (e.g., BBB penetration, CYP inhibition). Dataset: cyp2c9_veith. (1) The drug is Cc1cccc(C)c1NC(=O)C(c1ccc(Cl)cc1Cl)N1CCCCC1. The result is 1 (inhibitor). (2) The drug is CCNc1ncc2nc(-c3ccccc3)c(=O)n(C)c2n1. The result is 1 (inhibitor). (3) The drug is S=C(NCc1ccco1)N1CCN(C(c2ccccc2)c2ccccc2)CC1. The result is 1 (inhibitor). (4) The compound is C[n+]1ccccc1/C=N\O. The result is 0 (non-inhibitor).